This data is from Retrosynthesis with 50K atom-mapped reactions and 10 reaction types from USPTO. The task is: Predict the reactants needed to synthesize the given product. Given the product CCOc1nc2c(-c3c(-c4ccccc4)cnn3C)cc(-c3c(C)noc3C)cc2[nH]1, predict the reactants needed to synthesize it. The reactants are: CCOc1nc2c(I)cc(-c3c(C)noc3C)cc2[nH]1.Cn1ncc(-c2ccccc2)c1B1OC(C)(C)C(C)(C)O1.